Predict the product of the given reaction. From a dataset of Forward reaction prediction with 1.9M reactions from USPTO patents (1976-2016). (1) The product is: [CH3:20][N:15]1[CH:14]=[C:13]([CH3:16])[N:12]=[C:11]1[C:8]1[CH:9]=[C:10]2[C:5]([C:4]([CH3:17])([CH3:18])[C:3](=[O:19])[N:2]2[CH3:1])=[CH:6][CH:7]=1. Given the reactants [CH3:1][N:2]1[C:10]2[C:5](=[CH:6][CH:7]=[C:8]([C:11]3[NH:12][C:13]([CH3:16])=[CH:14][N:15]=3)[CH:9]=2)[C:4]([CH3:18])([CH3:17])[C:3]1=[O:19].[C:20](=O)([O-])[O-].[Cs+].[Cs+].IC, predict the reaction product. (2) Given the reactants Br[C:2]1[C:6]2[CH:7]=[C:8]([C:11]3[CH:16]=[CH:15][CH:14]=[CH:13][CH:12]=3)[CH:9]=[CH:10][C:5]=2[S:4][C:3]=1[N+:17]([O-:19])=[O:18].[Cl:20][C:21]1[CH:22]=[C:23]([CH:25]=[CH:26][C:27]=1[F:28])[NH2:24], predict the reaction product. The product is: [Cl:20][C:21]1[CH:22]=[C:23]([NH:24][C:2]2[C:6]3[CH:7]=[C:8]([C:11]4[CH:16]=[CH:15][CH:14]=[CH:13][CH:12]=4)[CH:9]=[CH:10][C:5]=3[S:4][C:3]=2[N+:17]([O-:19])=[O:18])[CH:25]=[CH:26][C:27]=1[F:28].